Task: Predict which catalyst facilitates the given reaction.. Dataset: Catalyst prediction with 721,799 reactions and 888 catalyst types from USPTO (1) Reactant: [C-:1]#[N:2].[Na+].Br[CH2:5][C:6]1[CH:7]=[C:8]([CH:13]=[CH:14][CH:15]=1)[C:9]([O:11][CH3:12])=[O:10].C(OCC)(=O)C.O. Product: [C:1]([CH2:5][C:6]1[CH:7]=[C:8]([CH:13]=[CH:14][CH:15]=1)[C:9]([O:11][CH3:12])=[O:10])#[N:2]. The catalyst class is: 16. (2) Reactant: [Br:1][C:2]1[CH:10]=[C:9]2[C:5]([CH:6]=[C:7]([C:21]([N:23]3[CH2:28][CH2:27][S:26](=[O:30])(=[O:29])[CH2:25][CH2:24]3)=[O:22])[N:8]2[CH2:11][CH2:12][O:13][Si](C(C)(C)C)(C)C)=[CH:4][C:3]=1[O:31][CH:32]1[CH2:37][CH2:36][N:35]([CH:38]([CH3:40])[CH3:39])[CH2:34][CH2:33]1.FC(F)(F)C(O)=O. Product: [Br:1][C:2]1[CH:10]=[C:9]2[C:5]([CH:6]=[C:7]([C:21]([N:23]3[CH2:24][CH2:25][S:26](=[O:30])(=[O:29])[CH2:27][CH2:28]3)=[O:22])[N:8]2[CH2:11][CH2:12][OH:13])=[CH:4][C:3]=1[O:31][CH:32]1[CH2:37][CH2:36][N:35]([CH:38]([CH3:40])[CH3:39])[CH2:34][CH2:33]1. The catalyst class is: 4. (3) Reactant: [C:1](OC(=O)C)(=[O:3])[CH3:2].[ClH:8].Cl.[NH2:10][C:11]1[CH:12]=[C:13]([C:19](=[O:40])[CH2:20][CH2:21][CH:22]2[CH2:27][CH2:26][N:25]([CH2:28][CH2:29][O:30][C:31]3[CH:36]=[CH:35][CH:34]=[CH:33][C:32]=3[O:37][CH2:38][CH3:39])[CH2:24][CH2:23]2)[CH:14]=[CH:15][C:16]=1[O:17][CH3:18].C(N(CC)CC)C. Product: [ClH:8].[CH2:38]([O:37][C:32]1[CH:33]=[CH:34][CH:35]=[CH:36][C:31]=1[O:30][CH2:29][CH2:28][N:25]1[CH2:26][CH2:27][CH:22]([CH2:21][CH2:20][C:19]([C:13]2[CH:14]=[CH:15][C:16]([O:17][CH3:18])=[C:11]([NH:10][C:1](=[O:3])[CH3:2])[CH:12]=2)=[O:40])[CH2:23][CH2:24]1)[CH3:39]. The catalyst class is: 7.